This data is from Forward reaction prediction with 1.9M reactions from USPTO patents (1976-2016). The task is: Predict the product of the given reaction. (1) Given the reactants Cl[C:2]1[C:3]2[C:4](=[CH:20][N:21](CC3C=CC(OC)=CC=3)[N:22]=2)[N:5]=[C:6]([C:8]2[CH:13]=[CH:12][CH:11]=[C:10]([S:14]([F:19])([F:18])([F:17])([F:16])[F:15])[CH:9]=2)[N:7]=1.[CH3:32][N:33]1[CH2:38][CH2:37][N:36]([C:39]2[CH:45]=[CH:44][C:42]([NH2:43])=[CH:41][CH:40]=2)[CH2:35][CH2:34]1.Cl, predict the reaction product. The product is: [CH3:32][N:33]1[CH2:34][CH2:35][N:36]([C:39]2[CH:45]=[CH:44][C:42]([NH:43][C:2]3[C:3]4[NH:22][N:21]=[CH:20][C:4]=4[N:5]=[C:6]([C:8]4[CH:13]=[CH:12][CH:11]=[C:10]([S:14]([F:18])([F:15])([F:16])([F:19])[F:17])[CH:9]=4)[N:7]=3)=[CH:41][CH:40]=2)[CH2:37][CH2:38]1. (2) Given the reactants [CH3:1][N:2]([CH3:52])[CH2:3][C:4]([NH:6][C:7]1[CH:12]=[CH:11][CH:10]=[C:9]([C:13]2[C:21]3[C:16](=[CH:17][CH:18]=[C:19]([C:22]4[N:26]=[CH:25][N:24](C(C5C=CC=CC=5)(C5C=CC=CC=5)C5C=CC=CC=5)[N:23]=4)[CH:20]=3)[N:15](C3CCCCO3)[N:14]=2)[CH:8]=1)=[O:5], predict the reaction product. The product is: [NH:24]1[CH:25]=[N:26][C:22]([C:19]2[CH:20]=[C:21]3[C:16](=[CH:17][CH:18]=2)[NH:15][N:14]=[C:13]3[C:9]2[CH:8]=[C:7]([NH:6][C:4](=[O:5])[CH2:3][N:2]([CH3:1])[CH3:52])[CH:12]=[CH:11][CH:10]=2)=[N:23]1. (3) Given the reactants [C:1]([O:5][C:6]([N:8]([CH2:31][C@H:32]([OH:39])[C:33]1[CH:38]=[CH:37][CH:36]=[CH:35][CH:34]=1)[CH2:9][CH2:10][C:11]1[CH:16]=[CH:15][C:14]([C:17]2[CH:22]=[CH:21][C:20]([C:23]([O:25]C)=[O:24])=[C:19]([O:27][CH:28]([CH3:30])[CH3:29])[CH:18]=2)=[CH:13][CH:12]=1)=[O:7])([CH3:4])([CH3:3])[CH3:2].O1CCCC1.[OH-].[Na+].Cl, predict the reaction product. The product is: [C:1]([O:5][C:6]([N:8]([CH2:31][C@H:32]([OH:39])[C:33]1[CH:38]=[CH:37][CH:36]=[CH:35][CH:34]=1)[CH2:9][CH2:10][C:11]1[CH:12]=[CH:13][C:14]([C:17]2[CH:22]=[CH:21][C:20]([C:23]([OH:25])=[O:24])=[C:19]([O:27][CH:28]([CH3:30])[CH3:29])[CH:18]=2)=[CH:15][CH:16]=1)=[O:7])([CH3:3])([CH3:4])[CH3:2]. (4) The product is: [CH:17]1([CH2:16][O:1][C:2]2[CH:3]=[CH:4][C:5]3[O:10][C:9]([CH3:11])([CH3:12])[O:8][C:7](=[O:13])[C:6]=3[CH:14]=2)[CH2:22][CH2:21][CH2:20][CH2:19][CH2:18]1. Given the reactants [OH:1][C:2]1[CH:3]=[CH:4][C:5]2[O:10][C:9]([CH3:12])([CH3:11])[O:8][C:7](=[O:13])[C:6]=2[CH:14]=1.Br[CH2:16][CH:17]1[CH2:22][CH2:21][CH2:20][CH2:19][CH2:18]1, predict the reaction product. (5) Given the reactants Br[C:2]1[C:3]([CH3:17])=[N:4][N:5]([CH:14]([CH3:16])[CH3:15])[C:6]=1[C:7]1[CH:12]=[CH:11][C:10]([F:13])=[CH:9][CH:8]=1.CC1(C)C(C)(C)OB([C:26]2[CH:27]=[CH:28][C:29]3[O:34][CH2:33][C:32](=[O:35])[NH:31][C:30]=3[CH:36]=2)O1.C(=O)([O-])[O-].[Cs+].[Cs+], predict the reaction product. The product is: [F:13][C:10]1[CH:11]=[CH:12][C:7]([C:6]2[N:5]([CH:14]([CH3:16])[CH3:15])[N:4]=[C:3]([CH3:17])[C:2]=2[C:26]2[CH:27]=[CH:28][C:29]3[O:34][CH2:33][C:32](=[O:35])[NH:31][C:30]=3[CH:36]=2)=[CH:8][CH:9]=1. (6) Given the reactants CS(C)=O.O=C1CCC(=O)N1OC(=O)CCC(NC[CH:20]1[O:24][C:23]2[CH:25]=[CH:26][C:27]([CH2:29][CH:30]([N:32](CC)[C:33](=O)[C:34](F)(F)F)[CH3:31])=[CH:28][C:22]=2[O:21]1)=O.N[C@H](C(O)=O)CCCCN, predict the reaction product. The product is: [CH3:34][CH2:33][NH:32][CH:30]([CH2:29][C:27]1[CH:26]=[CH:25][C:23]2[O:24][CH2:20][O:21][C:22]=2[CH:28]=1)[CH3:31]. (7) Given the reactants [CH2:1]([O:3][CH2:4][C@@:5]12[O:12][C@@H:9]([CH2:10][CH2:11]1)[C:8](=[O:13])[CH2:7][C:6]2=[O:14])[CH3:2].C(Cl)(Cl)Cl.C([O-])(=O)C.C([O-])(=O)C.C([O-])(=O)C.[Br:31][C:32]1[CH:37]=[CH:36][C:35]([Pb+3])=[C:34]([CH2:39][CH3:40])[CH:33]=1.Cl, predict the reaction product. The product is: [Br:31][C:32]1[CH:37]=[CH:36][C:35]([CH:7]2[C:8](=[O:13])[C@H:9]3[O:12][C@:5]([CH2:4][O:3][CH2:1][CH3:2])([CH2:11][CH2:10]3)[C:6]2=[O:14])=[C:34]([CH2:39][CH3:40])[CH:33]=1. (8) Given the reactants OC(CO)CO[C:5]1[CH:10]=[C:9]([CH3:11])N=[C:7]([NH:12][C:13]([C:15]2[N:19]3[N:20]=[C:21]([C:24]4[CH:29]=[CH:28][CH:27]=[CH:26][C:25]=4[C:30]([F:33])([F:32])[F:31])[CH:22]=[CH:23][C:18]3=[N:17][CH:16]=2)=[O:14])[N:6]=1.[OH:36][CH:37]([CH2:68][OH:69])[CH2:38][O:39]C1C=C(NC(C2N3N=C(C4C=CC=CC=4C(F)(F)F)C=CC3=NC=2)=O)C=CN=1, predict the reaction product. The product is: [OH:36][CH:37]([CH2:68][OH:69])[CH2:38][O:39][C:9]1[CH:10]=[CH:5][N:6]=[C:7]([NH:12][C:13]([C:15]2[N:19]3[N:20]=[C:21]([C:24]4[CH:29]=[CH:28][CH:27]=[CH:26][C:25]=4[C:30]([F:31])([F:33])[F:32])[CH:22]=[CH:23][C:18]3=[N:17][CH:16]=2)=[O:14])[CH:11]=1.